Dataset: Catalyst prediction with 721,799 reactions and 888 catalyst types from USPTO. Task: Predict which catalyst facilitates the given reaction. (1) Reactant: Cl.Cl.[F:3][C:4]([F:25])([F:24])[C:5]([C:11]1[CH:12]=[N:13][C:14]([N:17]2[CH2:22][CH2:21][NH:20][CH2:19][C@@H:18]2[CH3:23])=[N:15][CH:16]=1)([OH:10])[C:6]([F:9])([F:8])[F:7].C(Cl)Cl.C(N(CC)CC)C.[Br:36][C:37]1[S:41][C:40]([S:42](Cl)(=[O:44])=[O:43])=[CH:39][CH:38]=1. Product: [Br:36][C:37]1[S:41][C:40]([S:42]([N:20]2[CH2:21][CH2:22][N:17]([C:14]3[N:15]=[CH:16][C:11]([C:5]([OH:10])([C:6]([F:9])([F:8])[F:7])[C:4]([F:3])([F:24])[F:25])=[CH:12][N:13]=3)[C@@H:18]([CH3:23])[CH2:19]2)(=[O:44])=[O:43])=[CH:39][CH:38]=1. The catalyst class is: 6. (2) Reactant: Br[C:2]1[CH:7]=[CH:6][C:5]([CH2:8][C:9]([OH:11])=[O:10])=[CH:4][CH:3]=1.[S:12]1[CH:16]=[CH:15][C:14](B(O)O)=[CH:13]1.C([O-])(O)=O.[Na+]. Product: [S:12]1[CH:16]=[CH:15][C:14]([C:2]2[CH:7]=[CH:6][C:5]([CH2:8][C:9]([OH:11])=[O:10])=[CH:4][CH:3]=2)=[CH:13]1. The catalyst class is: 600. (3) Reactant: C([Si](C1C=CC=CC=1)(C1C=CC=CC=1)[O:6][CH2:7][C@@H:8]1[C@@H:13]([O:14][CH2:15][C:16]2[CH:21]=[CH:20][CH:19]=[CH:18][CH:17]=2)[C@H:12]([O:22][CH2:23][C:24]2[CH:29]=[CH:28][CH:27]=[CH:26][CH:25]=2)[C@H:11]([O:30][CH2:31][C:32]2[CH:37]=[CH:36][CH:35]=[CH:34][CH:33]=2)[C@@H:10]([O:38][C:39]2[CH:44]=[CH:43][C:42]([I:45])=[CH:41][CH:40]=2)[O:9]1)(C)(C)C.C(O)(=O)C.[F-].C([N+](CCCC)(CCCC)CCCC)CCC. Product: [CH2:15]([O:14][C@H:13]1[C@H:12]([O:22][CH2:23][C:24]2[CH:29]=[CH:28][CH:27]=[CH:26][CH:25]=2)[C@H:11]([O:30][CH2:31][C:32]2[CH:37]=[CH:36][CH:35]=[CH:34][CH:33]=2)[C@@H:10]([O:38][C:39]2[CH:40]=[CH:41][C:42]([I:45])=[CH:43][CH:44]=2)[O:9][C@@H:8]1[CH2:7][OH:6])[C:16]1[CH:17]=[CH:18][CH:19]=[CH:20][CH:21]=1. The catalyst class is: 1. (4) Reactant: Cl.Cl.[Cl:3][C:4]1[C:5]([NH:10][C:11]([N:13]2[CH2:18][CH2:17][NH:16][CH2:15][CH2:14]2)=[O:12])=[N:6][CH:7]=[CH:8][N:9]=1.[F:19][C:20]1[CH:21]=[C:22]([CH2:26][CH2:27][NH:28][C:29]2[CH:30]=[C:31]([CH:35]=[CH:36][N:37]=2)[C:32](O)=[O:33])[CH:23]=[CH:24][CH:25]=1.F[P-](F)(F)(F)(F)F.N1(OC(N(C)C)=[N+](C)C)C2N=CC=CC=2N=N1.C(N(C(C)C)CC)(C)C. Product: [Cl:3][C:4]1[C:5]([NH:10][C:11]([N:13]2[CH2:18][CH2:17][N:16]([C:32](=[O:33])[C:31]3[CH:35]=[CH:36][N:37]=[C:29]([NH:28][CH2:27][CH2:26][C:22]4[CH:23]=[CH:24][CH:25]=[C:20]([F:19])[CH:21]=4)[CH:30]=3)[CH2:15][CH2:14]2)=[O:12])=[N:6][CH:7]=[CH:8][N:9]=1. The catalyst class is: 31. (5) Reactant: [Cl:1][C:2]1[C:3]([O:24][CH:25]([CH3:27])[CH3:26])=[C:4]([C:9]([N:11]2[CH2:16][CH2:15][CH:14]([C:17]3[CH:22]=[CH:21][C:20]([F:23])=[CH:19][CH:18]=3)[CH2:13][CH2:12]2)=[O:10])[CH:5]=[N:6][C:7]=1Cl.[SH2:28].[Na].[Cl-].[Na+]. Product: [Cl:1][C:2]1[C:3]([O:24][CH:25]([CH3:27])[CH3:26])=[C:4]([C:9]([N:11]2[CH2:16][CH2:15][CH:14]([C:17]3[CH:22]=[CH:21][C:20]([F:23])=[CH:19][CH:18]=3)[CH2:13][CH2:12]2)=[O:10])[CH:5]=[N:6][C:7]=1[SH:28]. The catalyst class is: 3.